From a dataset of Retrosynthesis with 50K atom-mapped reactions and 10 reaction types from USPTO. Predict the reactants needed to synthesize the given product. (1) Given the product O=C1Nc2ccccc2/C1=C\c1ccc2[nH]nnc2c1, predict the reactants needed to synthesize it. The reactants are: O=C1Cc2ccccc2N1.O=Cc1ccc2[nH]nnc2c1. (2) Given the product CCOC(=O)COc1cc(C(F)(F)F)ccc1C(C)CC, predict the reactants needed to synthesize it. The reactants are: CCC(C)c1ccc(C(F)(F)F)cc1O.CCOC(=O)CBr. (3) Given the product CC(C)(C)OC(=O)N1CCCC(C(=O)O)C1, predict the reactants needed to synthesize it. The reactants are: CC(C)(C)OC(=O)OC(=O)OC(C)(C)C.O=C(O)C1CCCNC1. (4) Given the product COc1ccc(C2COCCO2)c2sc(NC(=O)c3ccnc(N4CC(F)C4)c3)nc12, predict the reactants needed to synthesize it. The reactants are: COc1ccc(C2COCCO2)c2sc(NC(=O)c3ccnc(Br)c3)nc12.FC1CNC1. (5) Given the product N#Cc1ccc(Oc2ccc([N+](=O)[O-])cc2Br)cc1, predict the reactants needed to synthesize it. The reactants are: N#Cc1ccc(O)cc1.O=[N+]([O-])c1ccc(F)c(Br)c1. (6) Given the product Cc1ccc(CC2CCN(C(=O)C(=O)Nc3ccc4c(c3)CS(=O)(=O)N4)CC2)cc1, predict the reactants needed to synthesize it. The reactants are: Cc1ccc(CC2CCN(C(=O)C(=O)O)CC2)cc1.Nc1ccc2c(c1)CS(=O)(=O)N2. (7) The reactants are: CC1(C)OB(c2ccccc2N)OC1(C)C.Clc1ncnc2c1ncn2C1CCCCO1. Given the product Nc1ccccc1-c1ncnc2c1ncn2C1CCCCO1, predict the reactants needed to synthesize it. (8) Given the product O=[N+]([O-])c1ccc(C2CCc3cc(O)ccc3O2)cc1, predict the reactants needed to synthesize it. The reactants are: O=[N+]([O-])c1ccc(C2CC(O)c3cc(O)ccc3O2)cc1.